This data is from Retrosynthesis with 50K atom-mapped reactions and 10 reaction types from USPTO. The task is: Predict the reactants needed to synthesize the given product. (1) Given the product CS(=O)(=O)Nc1ccc(CNC(=O)C=Cc2ccc(C(F)(F)F)nc2OC2CCOC2)cc1F, predict the reactants needed to synthesize it. The reactants are: CS(=O)(=O)Nc1ccc(CN)cc1F.O=C(O)C=Cc1ccc(C(F)(F)F)nc1OC1CCOC1. (2) Given the product CCNC1=C(C(=O)OCC)C(=O)C(=Cc2c[nH]c3ncccc23)O1, predict the reactants needed to synthesize it. The reactants are: CCNC1=C(C(=O)OCC)C(=O)CO1.O=Cc1c[nH]c2ncccc12. (3) The reactants are: CCOCCN.Cc1cc(C#N)ccc1-c1cnn(-c2ccc(C(=O)O)cn2)c1O. Given the product CCOCCNC(=O)c1ccc(-n2ncc(-c3ccc(C#N)cc3C)c2O)nc1, predict the reactants needed to synthesize it. (4) Given the product CC(=O)CC(O)c1ccc(-c2ccc(N3C[C@H](Cn4ccnn4)OC3=O)cc2F)cn1, predict the reactants needed to synthesize it. The reactants are: CC(C)=O.O=Cc1ccc(-c2ccc(N3C[C@H](Cn4ccnn4)OC3=O)cc2F)cn1.